From a dataset of NCI-60 drug combinations with 297,098 pairs across 59 cell lines. Regression. Given two drug SMILES strings and cell line genomic features, predict the synergy score measuring deviation from expected non-interaction effect. (1) Drug 1: C1=CC(=CC=C1CCCC(=O)O)N(CCCl)CCCl. Drug 2: C1=CC(=CC=C1C#N)C(C2=CC=C(C=C2)C#N)N3C=NC=N3. Cell line: CCRF-CEM. Synergy scores: CSS=38.2, Synergy_ZIP=-4.22, Synergy_Bliss=-12.9, Synergy_Loewe=-15.8, Synergy_HSA=-12.6. (2) Drug 1: C1=CC(=C2C(=C1NCCNCCO)C(=O)C3=C(C=CC(=C3C2=O)O)O)NCCNCCO. Drug 2: CN(CCCl)CCCl.Cl. Cell line: UO-31. Synergy scores: CSS=26.6, Synergy_ZIP=-8.76, Synergy_Bliss=0.440, Synergy_Loewe=-12.4, Synergy_HSA=2.09. (3) Drug 1: CC12CCC3C(C1CCC2=O)CC(=C)C4=CC(=O)C=CC34C. Cell line: SK-MEL-28. Drug 2: C1=NC2=C(N=C(N=C2N1C3C(C(C(O3)CO)O)F)Cl)N. Synergy scores: CSS=23.5, Synergy_ZIP=-7.26, Synergy_Bliss=-2.53, Synergy_Loewe=-7.97, Synergy_HSA=0.272. (4) Drug 1: CC1CC2C3CCC4=CC(=O)C=CC4(C3(C(CC2(C1(C(=O)CO)O)C)O)F)C. Drug 2: CC1=C(C(=CC=C1)Cl)NC(=O)C2=CN=C(S2)NC3=CC(=NC(=N3)C)N4CCN(CC4)CCO. Synergy scores: CSS=42.5, Synergy_ZIP=6.19, Synergy_Bliss=5.34, Synergy_Loewe=-13.6, Synergy_HSA=4.98. Cell line: HT29. (5) Drug 1: CN1CCC(CC1)COC2=C(C=C3C(=C2)N=CN=C3NC4=C(C=C(C=C4)Br)F)OC. Drug 2: CN(C)N=NC1=C(NC=N1)C(=O)N. Cell line: SW-620. Synergy scores: CSS=5.15, Synergy_ZIP=1.93, Synergy_Bliss=4.26, Synergy_Loewe=-6.12, Synergy_HSA=-1.20. (6) Drug 1: COC1=CC(=CC(=C1O)OC)C2C3C(COC3=O)C(C4=CC5=C(C=C24)OCO5)OC6C(C(C7C(O6)COC(O7)C8=CC=CS8)O)O. Drug 2: CC1C(C(=O)NC(C(=O)N2CCCC2C(=O)N(CC(=O)N(C(C(=O)O1)C(C)C)C)C)C(C)C)NC(=O)C3=C4C(=C(C=C3)C)OC5=C(C(=O)C(=C(C5=N4)C(=O)NC6C(OC(=O)C(N(C(=O)CN(C(=O)C7CCCN7C(=O)C(NC6=O)C(C)C)C)C)C(C)C)C)N)C. Cell line: EKVX. Synergy scores: CSS=11.8, Synergy_ZIP=-5.92, Synergy_Bliss=-1.44, Synergy_Loewe=-1.41, Synergy_HSA=-2.05. (7) Synergy scores: CSS=57.6, Synergy_ZIP=-2.93, Synergy_Bliss=-4.20, Synergy_Loewe=-50.2, Synergy_HSA=-2.42. Cell line: HCC-2998. Drug 2: CS(=O)(=O)OCCCCOS(=O)(=O)C. Drug 1: C1C(C(OC1N2C=NC3=C(N=C(N=C32)Cl)N)CO)O. (8) Drug 1: CS(=O)(=O)C1=CC(=C(C=C1)C(=O)NC2=CC(=C(C=C2)Cl)C3=CC=CC=N3)Cl. Drug 2: CC1C(C(CC(O1)OC2CC(OC(C2O)C)OC3=CC4=CC5=C(C(=O)C(C(C5)C(C(=O)C(C(C)O)O)OC)OC6CC(C(C(O6)C)O)OC7CC(C(C(O7)C)O)OC8CC(C(C(O8)C)O)(C)O)C(=C4C(=C3C)O)O)O)O. Cell line: K-562. Synergy scores: CSS=27.0, Synergy_ZIP=15.7, Synergy_Bliss=21.5, Synergy_Loewe=24.0, Synergy_HSA=22.1.